From a dataset of Forward reaction prediction with 1.9M reactions from USPTO patents (1976-2016). Predict the product of the given reaction. (1) Given the reactants [C:1]1([CH3:14])[CH:6]=[C:5]([CH3:7])[CH:4]=[C:3]([CH3:8])[C:2]=1[S:9]([O:12][NH2:13])(=[O:11])=[O:10].[Cl:15][C:16]1[CH:17]=[CH:18][C:19]([NH2:22])=[N:20][CH:21]=1, predict the reaction product. The product is: [CH3:8][C:3]1[CH:4]=[C:5]([CH3:7])[CH:6]=[C:1]([CH3:14])[C:2]=1[S:9]([O-:12])(=[O:11])=[O:10].[NH2:13][N:20]1[CH:21]=[C:16]([Cl:15])[CH:17]=[CH:18][C:19]1=[NH2+:22]. (2) Given the reactants Br[C:2]1[CH:3]=[C:4]([Cl:35])[C:5]([O:8][CH:9]2[CH2:14][CH2:13][N:12]([CH2:15][C:16]3[C:30]([CH:31]4[CH2:33][CH2:32]4)=[CH:29][C:19]([C:20]([NH:22][S:23]([CH:26]4[CH2:28][CH2:27]4)(=[O:25])=[O:24])=[O:21])=[C:18]([F:34])[CH:17]=3)[CH2:11][CH2:10]2)=[N:6][CH:7]=1.[CH:36]1(B(O)O)[CH2:38][CH2:37]1.[O-]P([O-])([O-])=O.[K+].[K+].[K+], predict the reaction product. The product is: [ClH:35].[Cl:35][C:4]1[C:5]([O:8][CH:9]2[CH2:14][CH2:13][N:12]([CH2:15][C:16]3[C:30]([CH:31]4[CH2:33][CH2:32]4)=[CH:29][C:19]([C:20]([NH:22][S:23]([CH:26]4[CH2:28][CH2:27]4)(=[O:25])=[O:24])=[O:21])=[C:18]([F:34])[CH:17]=3)[CH2:11][CH2:10]2)=[N:6][CH:7]=[C:2]([CH:36]2[CH2:38][CH2:37]2)[CH:3]=1. (3) The product is: [CH:66]1([N:65]2[CH2:64][C:57]([CH3:63])([CH2:58][CH2:59][CH:60]([CH3:61])[CH3:62])[C:19]([OH:21])=[C:18]([C:12]3[NH:11][C:10]4[S:9][CH:8]=[C:7]([CH2:6][NH:5][S:2]([CH3:1])(=[O:3])=[O:4])[C:15]=4[S:14](=[O:16])(=[O:17])[N:13]=3)[C:39]2=[O:38])[CH2:67][CH2:68][CH2:69][CH2:70]1. Given the reactants [CH3:1][S:2]([NH:5][CH2:6][C:7]1[C:15]2[S:14](=[O:17])(=[O:16])[N:13]=[C:12]([CH2:18][C:19]([OH:21])=O)[NH:11][C:10]=2[S:9][CH:8]=1)(=[O:4])=[O:3].F[P-](F)(F)(F)(F)F.N1([O:38][C:39](N(C)C)=[N+](C)C)C2N=CC=CC=2N=N1.CN1CCOCC1.C(OC(=O)[C:57]([CH2:64][NH:65][CH:66]1[CH2:70][CH2:69][CH2:68][CH2:67]1)([CH3:63])[CH2:58][CH2:59][CH:60]([CH3:62])[CH3:61])C.[O-]CC.[Na+].C(O)C, predict the reaction product. (4) Given the reactants Cl.[CH3:2][O:3][C:4]1[CH:5]=[C:6]2[C:11](=[C:12]([N:14]3[CH2:19][CH2:18][N:17]([CH3:20])[CH2:16][CH2:15]3)[CH:13]=1)[O:10][CH:9]([C:21]([OH:23])=O)[CH2:8][CH2:7]2.C(N(CC)C(C)C)(C)C.CN(C(ON1N=NC2C=CC=CC1=2)=[N+](C)C)C.[B-](F)(F)(F)F.Cl.[NH2:56][C:57]1[CH:62]=[CH:61][C:60]([N:63]2[CH2:68][CH2:67][CH2:66][NH:65][C:64]2=[O:69])=[CH:59][CH:58]=1, predict the reaction product. The product is: [CH3:2][O:3][C:4]1[CH:5]=[C:6]2[C:11](=[C:12]([N:14]3[CH2:15][CH2:16][N:17]([CH3:20])[CH2:18][CH2:19]3)[CH:13]=1)[O:10][CH:9]([C:21]([NH:56][C:57]1[CH:58]=[CH:59][C:60]([N:63]3[CH2:68][CH2:67][CH2:66][NH:65][C:64]3=[O:69])=[CH:61][CH:62]=1)=[O:23])[CH2:8][CH2:7]2. (5) Given the reactants F[C:2]1[CH:7]=[CH:6][C:5]([N+:8]([O-:10])=[O:9])=[C:4]([CH3:11])[CH:3]=1.[NH2:12][CH2:13][CH2:14][NH:15][CH2:16][CH2:17][OH:18].C([O-])([O-])=O.[K+].[K+].CN1CCCC1=O, predict the reaction product. The product is: [N+:8]([C:5]1[CH:6]=[CH:7][C:2]([NH:12][CH2:13][CH2:14][NH:15][CH2:16][CH2:17][OH:18])=[CH:3][C:4]=1[CH3:11])([O-:10])=[O:9].